Predict which catalyst facilitates the given reaction. From a dataset of Catalyst prediction with 721,799 reactions and 888 catalyst types from USPTO. (1) Reactant: [C:1]([O:5][C:6]([N:8]1[CH2:15][C@H:14]([O:16][CH3:17])[CH2:13][C@H:9]1[C:10]([OH:12])=O)=[O:7])([CH3:4])([CH3:3])[CH3:2].[NH2:18][CH2:19][C:20]([O:22][CH2:23][C:24]1[CH:29]=[CH:28][CH:27]=[CH:26][CH:25]=1)=[O:21].CC1C=CC(S(O)(=O)=O)=CC=1.C1CCC(N=C=NC2CCCCC2)CC1.C1C=CC2N(O)N=NC=2C=1.O.CCN(C(C)C)C(C)C. Product: [CH2:23]([O:22][C:20](=[O:21])[CH2:19][NH:18][C:10](=[O:12])[C@@H:9]1[CH2:13][C@@H:14]([O:16][CH3:17])[CH2:15][N:8]1[C:6]([O:5][C:1]([CH3:2])([CH3:3])[CH3:4])=[O:7])[C:24]1[CH:29]=[CH:28][CH:27]=[CH:26][CH:25]=1. The catalyst class is: 3. (2) Reactant: [NH2:1][CH2:2][C:3]1[CH:10]=[CH:9][C:6]([C:7]#[N:8])=[CH:5][CH:4]=1.Cl[C:12]1[N:20]=[CH:19][CH:18]=[C:17]2[C:13]=1[CH:14]=[CH:15][NH:16]2. Product: [NH:16]1[C:17]2[CH:18]=[CH:19][N:20]=[C:12]([NH:8][CH2:7][C:6]3[CH:9]=[CH:10][C:3]([C:2]#[N:1])=[CH:4][CH:5]=3)[C:13]=2[CH:14]=[CH:15]1. The catalyst class is: 8. (3) Reactant: Cl.Cl.[CH3:3][O:4][C@@H:5]([CH3:19])[CH2:6][N:7]1[CH2:11][C@@H:10]([C:12]2[CH:17]=[CH:16][CH:15]=[CH:14][CH:13]=2)[C@H:9]([NH2:18])[CH2:8]1.CCN(C(C)C)C(C)C.[C:29]1([N:35]2[C:39]([NH:40][C:41](=O)[O:42]C3C=CC=CC=3)=[C:38]3[CH2:50][CH2:51][CH2:52][C:37]3=[N:36]2)[CH:34]=[CH:33][CH:32]=[CH:31][CH:30]=1.O. Product: [CH3:3][O:4][C@@H:5]([CH3:19])[CH2:6][N:7]1[CH2:11][C@@H:10]([C:12]2[CH:17]=[CH:16][CH:15]=[CH:14][CH:13]=2)[C@H:9]([NH:18][C:41]([NH:40][C:39]2[N:35]([C:29]3[CH:30]=[CH:31][CH:32]=[CH:33][CH:34]=3)[N:36]=[C:37]3[CH2:52][CH2:51][CH2:50][C:38]=23)=[O:42])[CH2:8]1. The catalyst class is: 3. (4) Reactant: [NH2:1][CH2:2][C:3]1[CH:8]=[CH:7][C:6]([B:9]([OH:11])[OH:10])=[CH:5][C:4]=1[F:12].[C:13]([O:17][C:18](O[C:18]([O:17][C:13]([CH3:16])([CH3:15])[CH3:14])=[O:19])=[O:19])([CH3:16])([CH3:15])[CH3:14].C(N(CC)C(C)C)(C)C.Cl. Product: [F:12][C:4]1[CH:5]=[C:6]([B:9]([OH:11])[OH:10])[CH:7]=[CH:8][C:3]=1[CH2:2][NH:1][C:18]([O:17][C:13]([CH3:16])([CH3:15])[CH3:14])=[O:19]. The catalyst class is: 132. (5) Reactant: [F:1][C:2]1[CH:7]=[CH:6][C:5]([S:8]([NH:11][C@@H:12]([CH2:16]O)[CH2:13][CH2:14][OH:15])(=[O:10])=[O:9])=[CH:4][CH:3]=1.C(P(CCCC)CCCC)CCC. Product: [F:1][C:2]1[CH:7]=[CH:6][C:5]([S:8]([N:11]2[CH2:16][C@H:12]2[CH2:13][CH2:14][OH:15])(=[O:10])=[O:9])=[CH:4][CH:3]=1. The catalyst class is: 1. (6) Reactant: [OH:1][C:2]1[CH:9]=[CH:8][CH:7]=[CH:6][C:3]=1[CH:4]=[O:5].Cl[CH2:11][C:12]1[C:21]2[C:16](=[CH:17][CH:18]=[CH:19][CH:20]=2)[CH:15]=[CH:14][CH:13]=1.C([O-])([O-])=O.[K+].[K+].C(OCC)(=O)C. Product: [C:12]1([CH2:11][O:1][C:2]2[CH:9]=[CH:8][CH:7]=[CH:6][C:3]=2[CH:4]=[O:5])[C:21]2[C:16](=[CH:17][CH:18]=[CH:19][CH:20]=2)[CH:15]=[CH:14][CH:13]=1. The catalyst class is: 18. (7) Reactant: [C:1]([O:4][C:5](=O)[CH3:6])(=[O:3])[CH3:2].[Cl:8][C:9]1[C:10]([N:15]2[C:19]3=[N:20][CH:21]=[N:22][C:23]([O:24][C@@H:25](CCO)[C:26]([NH:28][C:29]4[CH:34]=[CH:33][C:32]([CH3:35])=[CH:31][N:30]=4)=[O:27])=[C:18]3[CH:17]=[N:16]2)=[N:11][CH:12]=[CH:13][CH:14]=1.C(N(CC)C(C)C)(C)C. Product: [Cl:8][C:9]1[C:10]([N:15]2[C:19]3[N:20]=[CH:21][N:22]=[C:23]([O:24][C@H:25]([C:26]([NH:28][C:29]4[CH:34]=[CH:33][C:32]([CH3:35])=[CH:31][N:30]=4)=[O:27])[CH2:6][CH2:5][O:4][C:1](=[O:3])[CH3:2])[C:18]=3[CH:17]=[N:16]2)=[N:11][CH:12]=[CH:13][CH:14]=1. The catalyst class is: 143. (8) Reactant: [NH2:1][CH2:2][CH2:3][CH2:4][NH:5][C:6]1[C:11]([Br:12])=[CH:10][N:9]=[C:8]([NH:13][C:14]2[CH:15]=[C:16]([NH:20][C:21]([N:23]3[CH2:27][CH2:26][CH2:25][CH2:24]3)=[O:22])[CH:17]=[CH:18][CH:19]=2)[N:7]=1.CCN(C(C)C)C(C)C.[C:37]1([N:43]=[C:44]=[O:45])[CH:42]=[CH:41][CH:40]=[CH:39][CH:38]=1. Product: [Br:12][C:11]1[C:6]([NH:5][CH2:4][CH2:3][CH2:2][NH:1][C:44]([NH:43][C:37]2[CH:42]=[CH:41][CH:40]=[CH:39][CH:38]=2)=[O:45])=[N:7][C:8]([NH:13][C:14]2[CH:15]=[C:16]([NH:20][C:21]([N:23]3[CH2:27][CH2:26][CH2:25][CH2:24]3)=[O:22])[CH:17]=[CH:18][CH:19]=2)=[N:9][CH:10]=1. The catalyst class is: 12. (9) Reactant: [CH3:1][O:2][C:3]1[CH:4]=[C:5]2[C:10](=[CH:11][CH:12]=1)[C:9]([C:13](=[O:29])[C:14]1[CH:19]=[CH:18][C:17]([O:20][CH2:21][CH2:22][N:23]3[CH2:28][CH2:27][CH2:26][CH2:25][CH2:24]3)=[CH:16][CH:15]=1)=[C:8](OS(C(F)(F)F)(=O)=O)[CH:7]=[CH:6]2.[F:38][C:39]1[C:44]([F:45])=[C:43]([F:46])[CH:42]=[CH:41][C:40]=1B(O)O.[F-].[Cs+]. Product: [CH3:1][O:2][C:3]1[CH:4]=[C:5]2[C:10](=[CH:11][CH:12]=1)[C:9]([C:13]([C:14]1[CH:15]=[CH:16][C:17]([O:20][CH2:21][CH2:22][N:23]3[CH2:24][CH2:25][CH2:26][CH2:27][CH2:28]3)=[CH:18][CH:19]=1)=[O:29])=[C:8]([C:42]1[CH:41]=[CH:40][C:39]([F:38])=[C:44]([F:45])[C:43]=1[F:46])[CH:7]=[CH:6]2. The catalyst class is: 745. (10) The catalyst class is: 36. Product: [C:1]1([CH2:7][N:8]2[CH2:13][CH2:12][CH:11]([NH:18][CH2:16][CH3:17])[CH2:10][CH2:9]2)[CH:6]=[CH:5][CH:4]=[CH:3][CH:2]=1. Reactant: [C:1]1([CH2:7][N:8]2[CH2:13][CH2:12][C:11](=O)[CH2:10][CH2:9]2)[CH:6]=[CH:5][CH:4]=[CH:3][CH:2]=1.Cl.[CH2:16]([NH2:18])[CH3:17].C(O[BH-](OC(=O)C)OC(=O)C)(=O)C.[Na+].[OH-].[Na+].